From a dataset of Full USPTO retrosynthesis dataset with 1.9M reactions from patents (1976-2016). Predict the reactants needed to synthesize the given product. Given the product [C:1]([C:3]1[CH:51]=[CH:50][C:6]2[NH:7][C:8]([C:10]([C:23]3[C:31]([O:32][CH3:33])=[CH:30][C:29]([CH3:34])=[C:28]4[C:24]=3[CH:25]=[CH:26][NH:27]4)([O:15][CH:16]([F:22])[C:17]([O:19][CH2:20][CH3:21])=[O:18])[C:11]([F:14])([F:12])[F:13])=[N:9][C:5]=2[CH:4]=1)#[N:2], predict the reactants needed to synthesize it. The reactants are: [C:1]([C:3]1[CH:51]=[CH:50][C:6]2[N:7](COCC[Si](C)(C)C)[C:8]([C:10]([C:23]3[C:31]([O:32][CH3:33])=[CH:30][C:29]([CH3:34])=[C:28]4[C:24]=3[CH:25]=[CH:26][N:27]4C(OC(C)(C)C)=O)([O:15][CH:16]([F:22])[C:17]([O:19][CH2:20][CH3:21])=[O:18])[C:11]([F:14])([F:13])[F:12])=[N:9][C:5]=2[CH:4]=1)#[N:2].C(C1C=CC2N=C(C(C3C(OC)=CC(C)=C4C=3C=CN4C(OC(C)(C)C)=O)(OC(F)C(OCC)=O)C(F)(F)F)N(COCC[Si](C)(C)C)C=2C=1)#N.Cl[Sn](Cl)(Cl)Cl.